Dataset: Forward reaction prediction with 1.9M reactions from USPTO patents (1976-2016). Task: Predict the product of the given reaction. (1) Given the reactants C[Si]([N-][Si](C)(C)C)(C)C.[Li+].[CH3:11][O:12][C:13]([CH:15]1[CH2:20][CH2:19][O:18][CH2:17][CH2:16]1)=[O:14].[Br:21][C:22]1[CH:23]=[CH:24][C:25](F)=[N:26][CH:27]=1.[Cl-].[NH4+], predict the reaction product. The product is: [CH3:11][O:12][C:13]([C:15]1([C:25]2[CH:24]=[CH:23][C:22]([Br:21])=[CH:27][N:26]=2)[CH2:20][CH2:19][O:18][CH2:17][CH2:16]1)=[O:14]. (2) The product is: [S:9]1[C:5]2[CH:4]=[CH:3][CH:2]=[CH:20][C:6]=2[C:7]([CH2:10][CH2:11][NH2:12])=[CH:8]1. Given the reactants Cl[C:2]1[CH:3]=[CH:4][C:5]2[S:9][CH:8]=[C:7]([CH2:10][CH2:11][NH:12]C(=O)OC(C)(C)C)[C:6]=2[CH:20]=1.FC(F)(F)C(O)=O.C(=O)(O)[O-].[Na+], predict the reaction product. (3) Given the reactants [Br:1][C:2]1[C:3]([N:12]2[CH2:17][CH2:16][N:15]([CH2:18][CH:19]([CH3:21])[CH3:20])[CH2:14][CH2:13]2)=[C:4]([N+:9]([O-])=O)[C:5]([NH2:8])=[N:6][CH:7]=1.[CH3:22][N:23]([CH3:32])[C:24]1[CH:31]=[CH:30][C:27]([CH:28]=O)=[CH:26][CH:25]=1.[O-]S(S([O-])=O)=O.[Na+].[Na+], predict the reaction product. The product is: [Br:1][C:2]1[C:3]([N:12]2[CH2:17][CH2:16][N:15]([CH2:18][CH:19]([CH3:21])[CH3:20])[CH2:14][CH2:13]2)=[C:4]2[N:9]=[C:28]([C:27]3[CH:30]=[CH:31][C:24]([N:23]([CH3:32])[CH3:22])=[CH:25][CH:26]=3)[NH:8][C:5]2=[N:6][CH:7]=1. (4) The product is: [CH3:1][O:2][C:3]1[CH:4]=[C:5]([CH2:6][N:7]2[CH2:11][CH2:10][CH2:9][CH2:8]2)[CH:12]=[CH:13][C:14]=1[NH2:15]. Given the reactants [CH3:1][O:2][C:3]1[CH:4]=[C:5]([CH:12]=[CH:13][C:14]=1[N+:15]([O-])=O)[CH2:6][N:7]1[CH2:11][CH2:10][CH2:9][CH2:8]1, predict the reaction product. (5) The product is: [CH3:31][O:32][C:33]1[CH:34]=[C:35]2[C:46]3[CH:39]([CH2:40][CH2:41][C:42]=3[C:43]=1[O:44][CH3:45])[N:38]([C:49](=[O:50])[CH2:19][CH2:18][NH:15][C:16](=[O:20])[CH3:17])[CH2:37][CH2:36]2. Given the reactants Cl.CN(C)CCCN=C=NCC.C([N:15]([CH2:18][CH3:19])[CH2:16][CH3:17])C.[OH:20]N1C2C=CC=CC=2N=N1.Cl.[CH3:31][O:32][C:33]1[CH:34]=[C:35]2[C:46]3[CH:39]([CH2:40][CH2:41][C:42]=3[C:43]=1[O:44][CH3:45])[NH:38][CH2:37][CH2:36]2.CN(C)[CH:49]=[O:50], predict the reaction product.